This data is from Catalyst prediction with 721,799 reactions and 888 catalyst types from USPTO. The task is: Predict which catalyst facilitates the given reaction. (1) The catalyst class is: 2. Product: [Si:1]([O:8][CH2:9][CH2:10][CH2:11][CH2:12][CH2:13][CH2:14][N:15]([CH:16]1[CH2:17][CH2:18][CH2:19][CH2:20][CH2:21]1)[S:33]([C:30]([CH3:32])([CH3:31])[CH3:29])(=[O:34])=[O:38])([C:4]([CH3:7])([CH3:6])[CH3:5])([CH3:3])[CH3:2].[Si:1]([O:8][CH2:9][CH2:10][CH2:11][CH2:12][CH2:13][CH2:14][N:15]([CH:16]1[CH2:17][CH2:18][CH2:19][CH2:20][CH2:21]1)[S:33]([C:30]([CH3:32])([CH3:31])[CH3:29])=[O:34])([C:4]([CH3:7])([CH3:6])[CH3:5])([CH3:3])[CH3:2]. Reactant: [Si:1]([O:8][CH2:9][CH2:10][CH2:11][CH2:12][CH2:13][CH2:14][NH:15][CH:16]1[CH2:21][CH2:20][CH2:19][CH2:18][CH2:17]1)([C:4]([CH3:7])([CH3:6])[CH3:5])([CH3:3])[CH3:2].C(N(CC)CC)C.[CH3:29][C:30]([S:33](Cl)=[O:34])([CH3:32])[CH3:31].C(OCC)(=[O:38])C. (2) Reactant: Br[C:2]1[C:3](Br)=[C:4]([Br:8])[CH:5]=[CH:6][CH:7]=1.[C:10]1(B(O)O)[C:23]2[C:24]3=[C:25]4[C:20](=[CH:21][CH:22]=2)[CH:19]=[CH:18][CH:17]=[C:16]4[CH:15]=[CH:14][C:13]3=[CH:12][CH:11]=1.C(=O)([O-])[O-].[Na+].[Na+]. Product: [C:10]1([C:6]2[CH:5]=[C:4]([Br:8])[CH:3]=[C:2]([C:17]3[C:16]4[C:25]5=[C:24]6[C:13](=[CH:14][CH:15]=4)[CH:12]=[CH:11][CH:10]=[C:23]6[CH:22]=[CH:21][C:20]5=[CH:19][CH:18]=3)[CH:7]=2)[C:23]2[C:24]3=[C:25]4[C:20](=[CH:21][CH:22]=2)[CH:19]=[CH:18][CH:17]=[C:16]4[CH:15]=[CH:14][C:13]3=[CH:12][CH:11]=1. The catalyst class is: 11. (3) Reactant: C(O[BH-](OC(=O)C)OC(=O)C)(=O)C.[Na+].[ClH:15].[CH3:16][CH:17]([NH:19][C:20]1[C:25]([C:26]#[N:27])=[CH:24][C:23]([C:28]2[O:32][N:31]=[C:30]([C:33]3[CH:43]=[CH:42][C:36]4[CH2:37][CH2:38][NH:39][CH2:40][CH2:41][C:35]=4[CH:34]=3)[N:29]=2)=[CH:22][N:21]=1)[CH3:18].[O:44]=[CH:45][C@H:46]([CH2:48]O)[OH:47].C(=O)([O-])O.[Na+]. Product: [ClH:15].[OH:47][C@@H:46]([CH2:45][OH:44])[CH2:48][N:39]1[CH2:38][CH2:37][C:36]2[CH:42]=[CH:43][C:33]([C:30]3[N:29]=[C:28]([C:23]4[CH:24]=[C:25]([C:26]#[N:27])[C:20]([NH:19][CH:17]([CH3:16])[CH3:18])=[N:21][CH:22]=4)[O:32][N:31]=3)=[CH:34][C:35]=2[CH2:41][CH2:40]1. The catalyst class is: 61. (4) Reactant: Br[C:2]1[S:3][C:4]([Br:12])=[CH:5][C:6]=1[C:7]([O:9][CH2:10][CH3:11])=[O:8].C([Mg]Br)(C)C.[O:18]1CC[CH2:20][CH2:19]1.C(=O)C.[Cl-].[NH4+]. Product: [Br:12][C:4]1[S:3][C:2]([CH:19]([OH:18])[CH3:20])=[C:6]([C:7]([O:9][CH2:10][CH3:11])=[O:8])[CH:5]=1. The catalyst class is: 7. (5) Reactant: [C:1]([O:5][C:6]([NH:8][C:9]1[CH:10]=[C:11]([NH:15][CH:16]2[CH2:21][CH2:20][NH:19][CH2:18][CH2:17]2)[CH:12]=[CH:13][CH:14]=1)=[O:7])([CH3:4])([CH3:3])[CH3:2].[C:22]1([C:28](=[CH2:39])[C:29]([O:31][CH2:32][C:33]2[CH:38]=[CH:37][CH:36]=[CH:35][CH:34]=2)=[O:30])[CH:27]=[CH:26][CH:25]=[CH:24][CH:23]=1. Product: [C:1]([O:5][C:6]([NH:8][C:9]1[CH:10]=[C:11]([NH:15][CH:16]2[CH2:17][CH2:18][N:19]([CH2:39][CH:28]([C:22]3[CH:27]=[CH:26][CH:25]=[CH:24][CH:23]=3)[C:29]([O:31][CH2:32][C:33]3[CH:34]=[CH:35][CH:36]=[CH:37][CH:38]=3)=[O:30])[CH2:20][CH2:21]2)[CH:12]=[CH:13][CH:14]=1)=[O:7])([CH3:4])([CH3:2])[CH3:3]. The catalyst class is: 10. (6) Reactant: N1C=CC=CC=1.[F:7][C:8]([F:21])([F:20])[S:9]([O:12]S(C(F)(F)F)(=O)=O)(=[O:11])=[O:10].[CH2:22]1[CH2:32][C:30](=O)[C:29]2[C:24](=[CH:25][CH:26]=[CH:27][CH:28]=2)[CH2:23]1.C(=O)([O-])O.[Na+]. Product: [F:7][C:8]([F:21])([F:20])[S:9]([O:12][C:23]1[C:24]2[C:29](=[CH:28][CH:27]=[CH:26][CH:25]=2)[CH2:30][CH2:32][CH:22]=1)(=[O:11])=[O:10]. The catalyst class is: 11. (7) Reactant: [CH3:1][O:2][C:3]1[CH:8]=[CH:7][C:6]([NH:9][NH2:10])=[CH:5][CH:4]=1.[CH3:11][O:12][C:13](OC)=[CH:14][C:15]#[N:16]. Product: [CH3:11][O:12][C:13]1[CH:14]=[C:15]([NH2:16])[N:9]([C:6]2[CH:7]=[CH:8][C:3]([O:2][CH3:1])=[CH:4][CH:5]=2)[N:10]=1. The catalyst class is: 5. (8) Reactant: [CH:1]1([CH2:7][CH2:8][N:9]([C:17]2[CH:22]=[CH:21][CH:20]=[C:19]([CH2:23][O:24][N:25]=[C:26]([C:33]3[N:37]([CH3:38])[N:36]=[N:35][N:34]=3)[C:27]3[CH:32]=[CH:31][CH:30]=[CH:29][CH:28]=3)[N:18]=2)C(=O)OC(C)(C)C)[CH2:6][CH2:5][CH2:4][CH2:3][CH2:2]1.C(O)(C(F)(F)F)=O. Product: [CH:1]1([CH2:7][CH2:8][NH:9][C:17]2[CH:22]=[CH:21][CH:20]=[C:19]([CH2:23][O:24][N:25]=[C:26]([C:33]3[N:37]([CH3:38])[N:36]=[N:35][N:34]=3)[C:27]3[CH:32]=[CH:31][CH:30]=[CH:29][CH:28]=3)[N:18]=2)[CH2:6][CH2:5][CH2:4][CH2:3][CH2:2]1. The catalyst class is: 2. (9) Product: [CH3:1][C:2]1([CH3:35])[CH2:7][CH2:6][C:5]([C:8]2[CH:13]=[C:12]([C:14]3([OH:24])[CH2:15][CH2:16][C:17](=[O:20])[CH2:18][CH2:19]3)[CH:11]=[CH:10][C:9]=2[NH:25][C:26]([C:28]2[NH:29][C:30]([C:33]#[N:34])=[CH:31][N:32]=2)=[O:27])=[CH:4][CH2:3]1. The catalyst class is: 23. Reactant: [CH3:1][C:2]1([CH3:35])[CH2:7][CH2:6][C:5]([C:8]2[CH:13]=[C:12]([C:14]3([OH:24])[CH2:19][CH2:18][C:17](OC)([O:20]C)[CH2:16][CH2:15]3)[CH:11]=[CH:10][C:9]=2[NH:25][C:26]([C:28]2[NH:29][C:30]([C:33]#[N:34])=[CH:31][N:32]=2)=[O:27])=[CH:4][CH2:3]1.